Dataset: Reaction yield outcomes from USPTO patents with 853,638 reactions. Task: Predict the reaction yield, written as a fraction of the theoretical maximum amount of product (1.0 means a 100% yield; for example, 0.34 means a 34% yield). The reactants are Cl.Cl.Cl.[O:4]1[C:8]2[CH:9]=[CH:10][CH:11]=[C:12]([N:13]3[CH2:18][CH2:17][N:16]([CH2:19][CH2:20][C@H:21]4[CH2:26][CH2:25][C@H:24]([NH2:27])[CH2:23][CH2:22]4)[CH2:15][CH2:14]3)[C:7]=2[O:6][CH2:5]1.C(N(CC)C(C)C)(C)C.[C:37](O)(=[O:39])[CH3:38].CN(C(ON1N=NC2C=CC=CC1=2)=[N+](C)C)C.[B-](F)(F)(F)F. The catalyst is CN(C=O)C. The product is [O:4]1[C:8]2[CH:9]=[CH:10][CH:11]=[C:12]([N:13]3[CH2:18][CH2:17][N:16]([CH2:19][CH2:20][C@H:21]4[CH2:26][CH2:25][C@H:24]([NH:27][C:37](=[O:39])[CH3:38])[CH2:23][CH2:22]4)[CH2:15][CH2:14]3)[C:7]=2[O:6][CH2:5]1. The yield is 0.620.